This data is from Reaction yield outcomes from USPTO patents with 853,638 reactions. The task is: Predict the reaction yield, written as a fraction of the theoretical maximum amount of product (1.0 means a 100% yield; for example, 0.34 means a 34% yield). The reactants are [F:1][C:2]1[C:3]2[N:4]([CH:12]=[CH:13][N:14]=2)[CH:5]=[CH:6][C:7]=1[C:8]([F:11])([F:10])[F:9].Br[C:16]1[CH:17]=[CH:18][C:19]([F:30])=[C:20]([C:22]2[N:29]=[CH:28][CH:27]=[CH:26][C:23]=2[C:24]#[N:25])[CH:21]=1. No catalyst specified. The product is [F:30][C:19]1[CH:18]=[CH:17][C:16]([C:12]2[N:4]3[CH:5]=[CH:6][C:7]([C:8]([F:9])([F:10])[F:11])=[C:2]([F:1])[C:3]3=[N:14][CH:13]=2)=[CH:21][C:20]=1[C:22]1[N:29]=[CH:28][CH:27]=[CH:26][C:23]=1[C:24]#[N:25]. The yield is 0.450.